This data is from Full USPTO retrosynthesis dataset with 1.9M reactions from patents (1976-2016). The task is: Predict the reactants needed to synthesize the given product. (1) Given the product [CH3:9][O:8][C:6](=[O:7])[C:5]1[CH:10]=[CH:11][C:2]([N:18]2[CH2:17][CH2:16][CH2:15][CH2:14][CH2:13][C:12]2=[O:19])=[CH:3][CH:4]=1, predict the reactants needed to synthesize it. The reactants are: I[C:2]1[CH:11]=[CH:10][C:5]([C:6]([O:8][CH3:9])=[O:7])=[CH:4][CH:3]=1.[C:12]1(=[O:19])[NH:18][CH2:17][CH2:16][CH2:15][CH2:14][CH2:13]1.C([O-])([O-])=O.[K+].[K+].N1C2C(=CC=C3C=2N=CC=C3)C=CC=1. (2) Given the product [CH2:23]([O:11][C:10](=[O:12])[C@@H:9]1[CH2:13][CH2:14][CH2:15][N:8]1[C:1]([O:3][C:4]([CH3:7])([CH3:6])[CH3:5])=[O:2])[C:24]([C:26]1[CH:31]=[CH:30][CH:29]=[CH:28][CH:27]=1)=[O:25], predict the reactants needed to synthesize it. The reactants are: [C:1]([N:8]1[CH2:15][CH2:14][CH2:13][C@H:9]1[C:10]([OH:12])=[O:11])([O:3][C:4]([CH3:7])([CH3:6])[CH3:5])=[O:2].C(N(CC)CC)C.[CH2:23](Br)[C:24]([C:26]1[CH:31]=[CH:30][CH:29]=[CH:28][CH:27]=1)=[O:25].O. (3) Given the product [CH2:1]([O:3][C:4]([N:6]1[CH2:11][CH2:10][N:9]([CH:12]([CH2:22][OH:23])[C:13]#[C:14][C:15]2[CH:20]=[CH:19][CH:18]=[C:17]([Cl:21])[CH:16]=2)[CH2:8][CH2:7]1)=[O:5])[CH3:2], predict the reactants needed to synthesize it. The reactants are: [CH2:1]([O:3][C:4]([N:6]1[CH2:11][CH2:10][N:9]([CH:12]([CH2:22][O:23][Si](C(C)C)(C(C)C)C(C)C)[C:13]#[C:14][C:15]2[CH:20]=[CH:19][CH:18]=[C:17]([Cl:21])[CH:16]=2)[CH2:8][CH2:7]1)=[O:5])[CH3:2].[F-].C([N+](CCCC)(CCCC)CCCC)CCC. (4) Given the product [NH2:20][C:17]1[O:18][CH2:19][C@@:14]2([N:16]=1)[C:15]1[C:2]([C:38]#[C:37][C:35]([CH3:36])([OH:39])[CH3:34])=[C:3]([O:27][CH2:28][C:29]3([CH3:33])[CH2:32][O:31][CH2:30]3)[CH:4]=[CH:5][C:6]=1[O:7][C:8]1[C:13]2=[CH:12][C:11]([C:21]2[CH:22]=[N:23][CH:24]=[CH:25][CH:26]=2)=[CH:10][CH:9]=1, predict the reactants needed to synthesize it. The reactants are: Br[C:2]1[C:15]2[C@:14]3([CH2:19][O:18][C:17]([NH2:20])=[N:16]3)[C:13]3[C:8](=[CH:9][CH:10]=[C:11]([C:21]4[CH:22]=[N:23][CH:24]=[CH:25][CH:26]=4)[CH:12]=3)[O:7][C:6]=2[CH:5]=[CH:4][C:3]=1[O:27][CH2:28][C:29]1([CH3:33])[CH2:32][O:31][CH2:30]1.[CH3:34][C:35]([OH:39])([C:37]#[CH:38])[CH3:36].CN(C=O)C.C(NC(C)C)(C)C.